Dataset: Forward reaction prediction with 1.9M reactions from USPTO patents (1976-2016). Task: Predict the product of the given reaction. (1) Given the reactants [CH:1]([N:4]1[C:9](=[O:10])[CH2:8][CH2:7][C:6]([C:11]2[CH:27]=[CH:26][C:14]3[CH2:15][CH2:16][N:17]([C:20](=O)[C:21](F)(F)F)[CH2:18][CH2:19][C:13]=3[CH:12]=2)=[N:5]1)([CH3:3])[CH3:2].[C:28]1(=O)CC[CH2:29]1.C(O[BH-](OC(=O)C)OC(=O)C)(=O)C.[Na+], predict the reaction product. The product is: [CH:20]1([N:17]2[CH2:18][CH2:19][C:13]3[CH:12]=[C:11]([C:6]4[CH2:7][CH2:8][C:9](=[O:10])[N:4]([CH:1]([CH3:3])[CH3:2])[N:5]=4)[CH:27]=[CH:26][C:14]=3[CH2:15][CH2:16]2)[CH2:29][CH2:28][CH2:21]1. (2) Given the reactants O.[O-2].[Ca+2:3].[NH2:4][C@H:5]([C:10]([OH:12])=[O:11])[CH2:6][C:7](=[O:9])[NH2:8], predict the reaction product. The product is: [O-2:9].[Ca+2:3].[NH2:4][C@H:5]([C:10]([OH:12])=[O:11])[CH2:6][C:7](=[O:9])[NH2:8]. (3) Given the reactants F[C:2]1[CH:7]=[CH:6][CH:5]=[CH:4][C:3]=1[S:8]([CH2:11][C:12]1[C:17]([C:18]([O:20][CH3:21])=[O:19])=[C:16]([O:22][CH3:23])[C:15]([C:24]2[CH:28]=[CH:27][O:26][CH:25]=2)=[CH:14][CH:13]=1)(=[O:10])=[O:9].[CH2:29]([N:31]([CH2:36][CH3:37])[CH2:32][CH2:33][CH2:34][NH2:35])[CH3:30].Cl.C(=O)([O-])O.[Na+], predict the reaction product. The product is: [CH2:29]([N:31]([CH2:36][CH3:37])[CH2:32][CH2:33][CH2:34][NH:35][C:2]1[CH:7]=[CH:6][CH:5]=[CH:4][C:3]=1[S:8]([CH2:11][C:12]1[C:17]([C:18]([O:20][CH3:21])=[O:19])=[C:16]([O:22][CH3:23])[C:15]([C:24]2[CH:28]=[CH:27][O:26][CH:25]=2)=[CH:14][CH:13]=1)(=[O:10])=[O:9])[CH3:30]. (4) Given the reactants [Br:1][C:2]1[CH:7]=[C:6]([F:8])[C:5]([N+:9]([O-])=O)=[CH:4][C:3]=1[CH:12]([F:14])[F:13].[NH4+].[Cl-], predict the reaction product. The product is: [Br:1][C:2]1[C:3]([CH:12]([F:13])[F:14])=[CH:4][C:5]([NH2:9])=[C:6]([F:8])[CH:7]=1. (5) The product is: [CH2:29]([O:31][C:32](=[O:38])[CH2:33][CH2:34][NH:35][C:36]([N:9]1[CH2:10][C@@H:11]([CH2:23][C:24]([CH3:25])([CH3:27])[CH3:26])[C@@:12]([C:15]2[CH:20]=[CH:19][C:18]([Cl:21])=[CH:17][C:16]=2[F:22])([C:13]#[N:14])[C@H:8]1[C:4]1[CH:5]=[CH:6][CH:7]=[C:2]([Cl:1])[C:3]=1[F:28])=[O:37])[CH3:30]. Given the reactants [Cl:1][C:2]1[C:3]([F:28])=[C:4]([CH:8]2[C:12]([C:15]3[CH:20]=[CH:19][C:18]([Cl:21])=[CH:17][C:16]=3[F:22])([C:13]#[N:14])[CH:11]([CH2:23][C:24]([CH3:27])([CH3:26])[CH3:25])[CH2:10][NH:9]2)[CH:5]=[CH:6][CH:7]=1.[CH2:29]([O:31][C:32](=[O:38])[CH2:33][CH2:34][N:35]=[C:36]=[O:37])[CH3:30], predict the reaction product. (6) Given the reactants [C:1]([C:3]1[CH:4]=[C:5]2[C:10](=[CH:11][C:12]=1[O:13][C:14]1[CH:19]=[CH:18][C:17]([C:20](=[O:34])[NH:21][CH2:22][CH2:23][C:24]3[CH:29]=[CH:28][C:27]([C:30]([F:33])([F:32])[F:31])=[CH:26][N:25]=3)=[CH:16][CH:15]=1)[O:9][CH2:8][CH2:7][CH:6]2[C:35]([O:37]C)=[O:36])#[N:2].O.[OH-].[Li+].O.Cl.O1CCOCC1, predict the reaction product. The product is: [C:1]([C:3]1[CH:4]=[C:5]2[C:10](=[CH:11][C:12]=1[O:13][C:14]1[CH:19]=[CH:18][C:17]([C:20](=[O:34])[NH:21][CH2:22][CH2:23][C:24]3[CH:29]=[CH:28][C:27]([C:30]([F:31])([F:32])[F:33])=[CH:26][N:25]=3)=[CH:16][CH:15]=1)[O:9][CH2:8][CH2:7][CH:6]2[C:35]([OH:37])=[O:36])#[N:2].